This data is from Reaction yield outcomes from USPTO patents with 853,638 reactions. The task is: Predict the reaction yield, written as a fraction of the theoretical maximum amount of product (1.0 means a 100% yield; for example, 0.34 means a 34% yield). The reactants are [C:1]([N:5]1[CH:9]=[C:8](B2OC(C)(C)C(C)(C)O2)[CH:7]=[N:6]1)([CH3:4])([CH3:3])[CH3:2].Cl[C:20]1[N:25]=[CH:24][C:23]2[CH:26]=[N:27][N:28]([C:29]3[N:34]=[C:33]([N:35]4[CH2:41][CH2:40][CH2:39][N:38]([C:42]([O:44][C:45]([CH3:48])([CH3:47])[CH3:46])=[O:43])[CH2:37][CH2:36]4)[CH:32]=[CH:31][CH:30]=3)[C:22]=2[CH:21]=1. The catalyst is O1CCOCC1.C([O-])([O-])=O.[Na+].[Na+].C1C=CC(P(C2C=CC=CC=2)[C-]2C=CC=C2)=CC=1.C1C=CC(P(C2C=CC=CC=2)[C-]2C=CC=C2)=CC=1.Cl[Pd]Cl.[Fe+2]. The product is [C:1]([N:5]1[CH:9]=[C:8]([C:20]2[N:25]=[CH:24][C:23]3[CH:26]=[N:27][N:28]([C:29]4[N:34]=[C:33]([N:35]5[CH2:41][CH2:40][CH2:39][N:38]([C:42]([O:44][C:45]([CH3:48])([CH3:47])[CH3:46])=[O:43])[CH2:37][CH2:36]5)[CH:32]=[CH:31][CH:30]=4)[C:22]=3[CH:21]=2)[CH:7]=[N:6]1)([CH3:2])([CH3:3])[CH3:4]. The yield is 0.530.